Dataset: Catalyst prediction with 721,799 reactions and 888 catalyst types from USPTO. Task: Predict which catalyst facilitates the given reaction. (1) Reactant: [N+:1]([C:4]1[CH:14]=[CH:13][C:7]([O:8][CH2:9][C:10]([OH:12])=O)=[CH:6][CH:5]=1)([O-:3])=[O:2].Cl.C([N:18](CC)[CH2:19][CH3:20])C.CC[N:25]=C=NCCCN(C)C.Cl.C(N(C(C)C)CC)(C)C. Product: [N+:1]([C:4]1[CH:5]=[CH:6][C:7]([O:8][CH2:9][C:10]2[O:12][N:25]=[C:19]([CH3:20])[N:18]=2)=[CH:13][CH:14]=1)([O-:3])=[O:2]. The catalyst class is: 20. (2) Reactant: [OH:1][C:2]1[C:3]([C:8]([NH2:10])=[O:9])=[N:4][CH:5]=[CH:6][N:7]=1.[F:11]F.C(=O)([O-])[O-].[Ca+2]. Product: [F:11][C:5]1[N:4]=[C:3]([C:8]([NH2:10])=[O:9])[C:2]([OH:1])=[N:7][CH:6]=1. The catalyst class is: 6. (3) Reactant: [C:1]([C:4]1[O:5][C:6]2[CH:13]=[CH:12][C:11]([OH:14])=[C:10]([Br:15])[C:7]=2[C:8]=1[NH2:9])(=[O:3])[CH3:2].[F-].[Cs+].[CH3:18]I.O. Product: [C:1]([C:4]1[O:5][C:6]2[CH:13]=[CH:12][C:11]([O:14][CH3:18])=[C:10]([Br:15])[C:7]=2[C:8]=1[NH2:9])(=[O:3])[CH3:2]. The catalyst class is: 1. (4) Reactant: [F:1][C:2]([C:5]1[CH:10]=[CH:9][C:8]([C:11]2[C:15]([C:16](OCC)=[O:17])=[C:14]([C:21]([F:24])([F:23])[F:22])[S:13][N:12]=2)=[CH:7][CH:6]=1)([F:4])[CH3:3].[H-].[H-].[H-].[H-].[Li+].[Al+3]. Product: [F:4][C:2]([C:5]1[CH:6]=[CH:7][C:8]([C:11]2[C:15]([CH2:16][OH:17])=[C:14]([C:21]([F:22])([F:23])[F:24])[S:13][N:12]=2)=[CH:9][CH:10]=1)([F:1])[CH3:3]. The catalyst class is: 7. (5) Reactant: [O:1]1[C:5]2[CH:6]=[CH:7][C:8]([C:10]3[C:11]4[C:25](=[O:26])[O:24][C:23](=[O:27])[C:12]=4[CH:13]=[C:14]4[C:22]=3[C:18]3[O:19][CH2:20][O:21][C:17]=3[CH:16]=[CH:15]4)=[CH:9][C:4]=2[O:3][CH2:2]1.[BH4-].[Na+].Cl. Product: [O:1]1[C:5]2[CH:6]=[CH:7][C:8]([C:10]3[C:11]4[C:25](=[O:26])[O:24][C:23](=[O:27])[C:12]=4[CH:13]=[C:14]4[C:22]=3[C:18]3[O:19][CH2:20][O:21][C:17]=3[CH:16]=[CH:15]4)=[CH:9][C:4]=2[O:3][CH2:2]1.[O:1]1[C:5]2[CH:6]=[CH:7][C:8]([C:10]3[C:11]4[CH2:25][O:24][C:23](=[O:27])[C:12]=4[CH:13]=[C:14]4[C:22]=3[C:18]3[O:19][CH2:20][O:21][C:17]=3[CH:16]=[CH:15]4)=[CH:9][C:4]=2[O:3][CH2:2]1. The catalyst class is: 1. (6) Reactant: [CH3:1][O:2][C:3]([C:5]1[C:6]([NH2:16])=[C:7]([Cl:15])[CH:8]2[S:12][C:11]([SH:13])=[N:10][CH:9]2[CH:14]=1)=[O:4].CI.[CH3:19]CN(CC)CC. Product: [CH3:1][O:2][C:3]([C:5]1[C:6]([NH2:16])=[C:7]([Cl:15])[CH:8]2[S:12][C:11]([S:13][CH3:19])=[N:10][CH:9]2[CH:14]=1)=[O:4]. The catalyst class is: 3. (7) Reactant: C(O[C:4](=[O:30])[C:5]1[CH:10]=[C:9]([F:11])[C:8]([N:12]2[CH2:16][CH2:15][C@H:14]([NH:17][C:18]([O:20][C:21]([CH3:24])([CH3:23])[CH3:22])=[O:19])[CH2:13]2)=C(Cl)[C:6]=1[NH:26][CH:27]1[CH2:29][CH2:28]1)C.C([O:35][C:36](=O)[NH:37][C@H]1CCNC1)(C)(C)C.C([N:46](CC)CC)C. Product: [C:21]([O:20][C:18](=[O:19])[NH:17][C@H:14]1[CH2:15][CH2:16][N:12]([C:8]2[C:9]([F:11])=[CH:10][C:5]3[C:4](=[O:30])[NH:37][C:36](=[O:35])[N:26]([CH:27]4[CH2:28][CH2:29]4)[C:6]=3[N:46]=2)[CH2:13]1)([CH3:23])([CH3:22])[CH3:24]. The catalyst class is: 10.